From a dataset of CYP2C9 inhibition data for predicting drug metabolism from PubChem BioAssay. Regression/Classification. Given a drug SMILES string, predict its absorption, distribution, metabolism, or excretion properties. Task type varies by dataset: regression for continuous measurements (e.g., permeability, clearance, half-life) or binary classification for categorical outcomes (e.g., BBB penetration, CYP inhibition). Dataset: cyp2c9_veith. (1) The result is 1 (inhibitor). The compound is CCOC(=O)c1c(-c2ccc(OC)cc2)csc1NC(=O)CCN1C(=O)c2ccccc2C1=O. (2) The drug is O=C(Nc1cccc(-c2nc3ccccc3s2)c1)c1ccc2c(c1)OCO2. The result is 1 (inhibitor). (3) The compound is CCNc1ncc2nc(-c3cn(C)c4ccccc34)c(=O)n(Cc3cccs3)c2n1. The result is 1 (inhibitor). (4) The drug is C/C=C\C1=C(CO)C(=O)[C@@H]2O[C@@H]2C1=O. The result is 0 (non-inhibitor).